From a dataset of Reaction yield outcomes from USPTO patents with 853,638 reactions. Predict the reaction yield, written as a fraction of the theoretical maximum amount of product (1.0 means a 100% yield; for example, 0.34 means a 34% yield). (1) The reactants are [Cl:1][C:2]1[CH:7]=[CH:6][CH:5]=[CH:4][C:3]=1[C:8]([C:10]1[CH:15]=[CH:14][C:13]2[C:16]3([CH2:31][O:32][C:12]=2[CH:11]=1)[CH2:21][CH2:20][N:19]([CH2:22][CH2:23][C:24]([O:26]C(C)(C)C)=[O:25])[CH2:18][CH2:17]3)=[O:9].O1CCOC[CH2:34]1. The catalyst is Cl. The product is [ClH:1].[CH3:34][C:2]1[CH:7]=[CH:6][CH:5]=[CH:4][C:3]=1[C:8]([C:10]1[CH:15]=[CH:14][C:13]2[C:16]3([CH2:31][O:32][C:12]=2[CH:11]=1)[CH2:17][CH2:18][N:19]([CH2:22][CH2:23][C:24]([OH:26])=[O:25])[CH2:20][CH2:21]3)=[O:9]. The yield is 0.730. (2) The reactants are [OH:1][C:2]1[CH:7]=[CH:6][C:5]([CH2:8][C:9]([O:11]C)=[O:10])=[CH:4][CH:3]=1.C([O-])([O-])=O.[K+].[K+].[CH3:19][C:20]1([O:23][CH2:22]1)[CH3:21]. The catalyst is CN(C=O)C. The product is [OH:23][C:20]([CH3:22])([CH3:21])[CH2:19][O:1][C:2]1[CH:3]=[CH:4][C:5]([CH2:8][C:9]([OH:11])=[O:10])=[CH:6][CH:7]=1. The yield is 0.700. (3) The reactants are Cl.Cl.[NH:3]1[C:11]2[C:6](=[CH:7][C:8]([C:12]3[C:16]4[C:17]([NH2:21])=[N:18][CH:19]=[CH:20][C:15]=4[O:14][CH:13]=3)=[CH:9][CH:10]=2)[CH2:5][CH2:4]1.[F:22][C:23]1[CH:28]=[CH:27][C:26]([F:29])=[CH:25][C:24]=1[CH2:30][C:31](O)=[O:32].CN(C(ON1N=NC2C=CC=NC1=2)=[N+](C)C)C.F[P-](F)(F)(F)(F)F.CCN(C(C)C)C(C)C. The catalyst is CN(C)C=O.O. The product is [F:22][C:23]1[CH:28]=[CH:27][C:26]([F:29])=[CH:25][C:24]=1[CH2:30][C:31]([N:3]1[C:11]2[C:6](=[CH:7][C:8]([C:12]3[C:16]4[C:17]([NH2:21])=[N:18][CH:19]=[CH:20][C:15]=4[O:14][CH:13]=3)=[CH:9][CH:10]=2)[CH2:5][CH2:4]1)=[O:32]. The yield is 1.02. (4) The reactants are [F:1][C:2]1[CH:3]=[C:4]([CH:8]2[CH2:13][C:12](=[O:14])[CH2:11][CH2:10][N:9]2[C:15]([N:17]2[CH2:23][C:22]3[CH:24]=[C:25]([C:28]4[CH:29]=[C:30]5[NH:36][C:35]([NH:37]C(=O)OCC6C=CC=CC=6)=[N:34][C:31]5=[N:32][CH:33]=4)[CH:26]=[CH:27][C:21]=3[O:20][CH2:19][CH2:18]2)=[O:16])[CH:5]=[CH:6][CH:7]=1. The catalyst is C(O)(=O)C.[Pd]. The product is [NH2:37][C:35]1[NH:36][C:30]2[C:31]([N:34]=1)=[N:32][CH:33]=[C:28]([C:25]1[CH:26]=[CH:27][C:21]3[O:20][CH2:19][CH2:18][N:17]([C:15]([N:9]4[CH2:10][CH2:11][C:12](=[O:14])[CH2:13][CH:8]4[C:4]4[CH:5]=[CH:6][CH:7]=[C:2]([F:1])[CH:3]=4)=[O:16])[CH2:23][C:22]=3[CH:24]=1)[CH:29]=2. The yield is 0.390. (5) The reactants are Cl[C:2]1[CH:3]=[CH:4][C:5]([N+:11]([O-:13])=[O:12])=[C:6]([CH:10]=1)[C:7]([OH:9])=[O:8].[CH3:14][NH:15][CH3:16].Cl. The catalyst is O. The product is [CH3:14][N:15]([CH3:16])[C:2]1[CH:3]=[CH:4][C:5]([N+:11]([O-:13])=[O:12])=[C:6]([CH:10]=1)[C:7]([OH:9])=[O:8]. The yield is 0.990. (6) The reactants are [F:1][C:2]1[CH:3]=[C:4]([N:8]2[CH:12]=[C:11]([NH:13][C:14](=[O:18])[CH:15]([CH3:17])[CH3:16])[C:10]([CH:19]=C)=[N:9]2)[CH:5]=[N:6][CH:7]=1.I([O-])(=O)(=O)=[O:22].[Na+]. The catalyst is O1CCCC1.O.[Os](=O)(=O)(=O)=O. The product is [F:1][C:2]1[CH:3]=[C:4]([N:8]2[CH:12]=[C:11]([NH:13][C:14](=[O:18])[CH:15]([CH3:17])[CH3:16])[C:10]([CH:19]=[O:22])=[N:9]2)[CH:5]=[N:6][CH:7]=1. The yield is 0.880. (7) The reactants are FC1C=C(CN)C=NC=1.[O:10]1[CH:14]=[CH:13][N:12]=[C:11]1[CH2:15][NH2:16].[CH3:17][C:18]1[N:19]=[C:20]([N:26]2[CH2:30][CH2:29][N:28]([CH2:31][CH2:32][CH2:33][C:34]([F:37])([F:36])[F:35])[C:27]2=[O:38])[S:21][C:22]=1[C:23](O)=[O:24]. The product is [CH3:17][C:18]1[N:19]=[C:20]([N:26]2[CH2:30][CH2:29][N:28]([CH2:31][CH2:32][CH2:33][C:34]([F:35])([F:36])[F:37])[C:27]2=[O:38])[S:21][C:22]=1[C:23]([NH:16][CH2:15][C:11]1[O:10][CH:14]=[CH:13][N:12]=1)=[O:24]. The yield is 0.580. No catalyst specified. (8) The reactants are [O:1]1[CH2:6][CH2:5][CH2:4][CH2:3][CH:2]1[O:7][CH2:8][C:9]1[N:10]=[C:11]([C:14]2[CH:19]=[CH:18][CH:17]=[C:16]([C:20]([F:23])([F:22])[F:21])[CH:15]=2)[S:12][CH:13]=1.C([Li])CCC.CN(C)[CH:31]=[O:32].O. The catalyst is O1CCCC1. The product is [O:1]1[CH2:6][CH2:5][CH2:4][CH2:3][CH:2]1[O:7][CH2:8][C:9]1[N:10]=[C:11]([C:14]2[CH:19]=[CH:18][CH:17]=[C:16]([C:20]([F:23])([F:21])[F:22])[CH:15]=2)[S:12][C:13]=1[CH:31]=[O:32]. The yield is 0.640. (9) The reactants are F[C:2]1[C:7]([C:8]2[CH:9]=[CH:10][C:11]3[O:20][CH2:19][CH2:18][C:17]4[S:16][C:15]([C:21]5[N:22]([CH:26]([CH3:28])[CH3:27])[N:23]=[CH:24][N:25]=5)=[N:14][C:13]=4[C:12]=3[CH:29]=2)=[CH:6][CH:5]=[CH:4][N:3]=1.Cl.C[O:32]CCOC. No catalyst specified. The product is [CH:26]([N:22]1[C:21]([C:15]2[S:16][C:17]3[CH2:18][CH2:19][O:20][C:11]4[CH:10]=[CH:9][C:8]([C:7]5[C:2](=[O:32])[NH:3][CH:4]=[CH:5][CH:6]=5)=[CH:29][C:12]=4[C:13]=3[N:14]=2)=[N:25][CH:24]=[N:23]1)([CH3:28])[CH3:27]. The yield is 0.890.